From a dataset of Reaction yield outcomes from USPTO patents with 853,638 reactions. Predict the reaction yield, written as a fraction of the theoretical maximum amount of product (1.0 means a 100% yield; for example, 0.34 means a 34% yield). (1) The reactants are [F:1][C:2]([F:21])([F:20])[C:3]1[CH:8]=[CH:7][C:6]([NH:9][C:10]2[C:11]3[CH2:19][CH2:18][NH:17][CH2:16][C:12]=3[N:13]=[CH:14][N:15]=2)=[CH:5][CH:4]=1.[C:22]1([CH3:31])[CH:27]=[CH:26][CH:25]=[CH:24][C:23]=1B(O)O.C(N(CC)CC)C. The catalyst is C1COCC1.CC([O-])=O.CC([O-])=O.[Cu+2]. The product is [F:21][C:2]([F:1])([F:20])[C:3]1[CH:4]=[CH:5][C:6]([NH:9][C:10]2[C:11]3[CH2:19][CH2:18][N:17]([C:23]4[CH:24]=[CH:25][CH:26]=[CH:27][C:22]=4[CH3:31])[CH2:16][C:12]=3[N:13]=[CH:14][N:15]=2)=[CH:7][CH:8]=1. The yield is 0.0500. (2) The reactants are [OH:1][C:2]([CH3:35])([CH3:34])[CH2:3][C@@:4]1([C:28]2[CH:33]=[CH:32][CH:31]=[CH:30][CH:29]=2)[O:9][C:8](=[O:10])[N:7]([C@H:11]([C:13]2[CH:18]=[CH:17][C:16](B3OC(C)(C)C(C)(C)O3)=[CH:15][CH:14]=2)[CH3:12])[CH2:6][CH2:5]1.Br[C:37]1[CH:38]=[CH:39][C:40](=[O:46])[N:41]([CH2:43][CH2:44][F:45])[CH:42]=1.C([O-])([O-])=O.[Cs+].[Cs+].CCOC(C)=O. The catalyst is O1CCOCC1.Cl[Pd](Cl)([P](C1C=CC=CC=1)(C1C=CC=CC=1)C1C=CC=CC=1)[P](C1C=CC=CC=1)(C1C=CC=CC=1)C1C=CC=CC=1.O. The product is [F:45][CH2:44][CH2:43][N:41]1[C:40](=[O:46])[CH:39]=[CH:38][C:37]([C:16]2[CH:15]=[CH:14][C:13]([C@@H:11]([N:7]3[CH2:6][CH2:5][C@:4]([CH2:3][C:2]([OH:1])([CH3:34])[CH3:35])([C:28]4[CH:33]=[CH:32][CH:31]=[CH:30][CH:29]=4)[O:9][C:8]3=[O:10])[CH3:12])=[CH:18][CH:17]=2)=[CH:42]1. The yield is 0.200. (3) The reactants are [CH3:1][S:2]([C:5]1[CH:10]=[CH:9][C:8]([CH2:11][C:12]([OH:14])=[O:13])=[CH:7][CH:6]=1)(=[O:4])=[O:3].S(=O)(=O)(O)O.[CH3:20]O. No catalyst specified. The product is [CH3:20][O:13][C:12](=[O:14])[CH2:11][C:8]1[CH:7]=[CH:6][C:5]([S:2]([CH3:1])(=[O:3])=[O:4])=[CH:10][CH:9]=1. The yield is 0.980. (4) The reactants are [Br:1][C:2]1[N:7]=[C:6]([CH2:8][N:9]2C(=O)C3C(=CC=CC=3)C2=O)[CH:5]=[CH:4][CH:3]=1.O.NN. The catalyst is C(O)C. The product is [Br:1][C:2]1[N:7]=[C:6]([CH2:8][NH2:9])[CH:5]=[CH:4][CH:3]=1. The yield is 0.790. (5) The reactants are [CH2:1]([C:3]1[S:4][C:5]([C:15]2[CH:20]=[CH:19][N:18]=[C:17](F)[CH:16]=2)=[C:6]([C:8]2[CH:13]=[CH:12][CH:11]=[C:10]([CH3:14])[CH:9]=2)[N:7]=1)[CH3:2].[CH:22]1([NH2:27])[CH2:26][CH2:25][CH2:24][CH2:23]1.C(=O)([O-])O.[Na+]. No catalyst specified. The product is [CH:22]1([NH:27][C:17]2[CH:16]=[C:15]([C:5]3[S:4][C:3]([CH2:1][CH3:2])=[N:7][C:6]=3[C:8]3[CH:13]=[CH:12][CH:11]=[C:10]([CH3:14])[CH:9]=3)[CH:20]=[CH:19][N:18]=2)[CH2:26][CH2:25][CH2:24][CH2:23]1. The yield is 0.330. (6) The yield is 0.872. The reactants are Cl[C:2]1[N:7]=[C:6]([NH:8][C:9]2[CH:13]=[C:12]([CH3:14])[NH:11][N:10]=2)[CH:5]=[C:4]([Cl:15])[N:3]=1.C(N(C(C)C)CC)(C)C.[N:25]1[CH:30]=[CH:29][CH:28]=[CH:27][C:26]=1[C:31]1[CH:35]=[C:34]([CH:36]2[CH2:39][CH2:38][NH:37]2)[O:33][N:32]=1. The catalyst is C(O)CCC. The product is [Cl:15][C:4]1[N:3]=[C:2]([N:37]2[CH2:38][CH2:39][CH:36]2[C:34]2[O:33][N:32]=[C:31]([C:26]3[CH:27]=[CH:28][CH:29]=[CH:30][N:25]=3)[CH:35]=2)[N:7]=[C:6]([NH:8][C:9]2[CH:13]=[C:12]([CH3:14])[NH:11][N:10]=2)[CH:5]=1. (7) The product is [F:17][C:18]1[CH:19]=[C:20]([CH:23]=[CH:24][CH:25]=1)[CH2:21][N:3]1[C:2]([CH3:1])=[C:6]([B:7]2[O:11][C:10]([CH3:12])([CH3:13])[C:9]([CH3:15])([CH3:14])[O:8]2)[C:5]([CH3:16])=[N:4]1. The reactants are [CH3:1][C:2]1[C:6]([B:7]2[O:11][C:10]([CH3:13])([CH3:12])[C:9]([CH3:15])([CH3:14])[O:8]2)=[C:5]([CH3:16])[NH:4][N:3]=1.[F:17][C:18]1[CH:19]=[C:20]([CH:23]=[CH:24][CH:25]=1)[CH2:21]Br.C(=O)([O-])[O-].[K+].[K+]. The catalyst is CN(C=O)C. The yield is 0.946.